This data is from Peptide-MHC class I binding affinity with 185,985 pairs from IEDB/IMGT. The task is: Regression. Given a peptide amino acid sequence and an MHC pseudo amino acid sequence, predict their binding affinity value. This is MHC class I binding data. The peptide sequence is KYFDDVTAF. The MHC is HLA-B18:01 with pseudo-sequence HLA-B18:01. The binding affinity (normalized) is 0.586.